From a dataset of Full USPTO retrosynthesis dataset with 1.9M reactions from patents (1976-2016). Predict the reactants needed to synthesize the given product. (1) Given the product [Cl:1][C:2]1[CH:3]=[CH:4][CH:5]=[C:6]2[C:11]=1[NH:10][C:9](=[O:12])[NH:8][C:7]12[CH2:17][CH:16]([O:70][C@@H:71]2[CH2:74][C@H:73]([C:75]([OH:77])=[O:76])[CH2:72]2)[CH2:15][CH2:14][CH2:13]1, predict the reactants needed to synthesize it. The reactants are: [Cl:1][C:2]1[CH:3]=[CH:4][C:5](O[C@H]2C[C@H](C(O)=O)C2)=[C:6]2[C:11]=1[NH:10][C:9](=[O:12])[NH:8][C:7]12[CH2:17][CH2:16][CH2:15][CH2:14][CH2:13]1.FC1C=CC(OCC2CC(C(O)=O)C2)=C2C=1NC(=O)NC12CCCCC1.C(C1C=CC([O:70][C@H:71]2[CH2:74][C@H:73]([C:75]([OH:77])=[O:76])[CH2:72]2)=C2C=1NC(=O)NC12CCCCC1)#N.FC1C=CC(OCC2(C(O)=O)CCC2)=C2C=1NC(=O)NC12CCCCC1. (2) Given the product [CH2:40]([O:39][C:37]([C:2]1[CH:3]=[CH:4][C:5]2[N:6]([C:8]([S:11][C:12]3[CH:13]=[C:14]4[C:19](=[CH:20][CH:21]=3)[N:18]=[CH:17][C:16]([N:22]3[CH2:26][CH2:25][C@H:24]([N:27]([CH3:28])[CH3:29])[CH2:23]3)=[CH:15]4)=[N:9][N:10]=2)[CH:7]=1)=[CH2:38])[CH3:41], predict the reactants needed to synthesize it. The reactants are: Br[C:2]1[CH:3]=[CH:4][C:5]2[N:6]([C:8]([S:11][C:12]3[CH:13]=[C:14]4[C:19](=[CH:20][CH:21]=3)[N:18]=[CH:17][C:16]([N:22]3[CH2:26][CH2:25][C@H:24]([N:27]([CH3:29])[CH3:28])[CH2:23]3)=[CH:15]4)=[N:9][N:10]=2)[CH:7]=1.N#N.C([Sn](CCCC)(CCCC)[C:37]([O:39][CH2:40][CH3:41])=[CH2:38])CCC. (3) Given the product [N:21]1[CH:26]=[CH:25][CH:24]=[C:23]([C:30]([C:2]2[CH:11]=[C:10]3[C:5]([CH:6]=[C:7]([C:16]([O:18][CH2:19][CH3:20])=[O:17])[CH:8]([C:12]([F:15])([F:14])[F:13])[O:9]3)=[CH:4][CH:3]=2)=[O:31])[CH:22]=1, predict the reactants needed to synthesize it. The reactants are: I[C:2]1[CH:11]=[C:10]2[C:5]([CH:6]=[C:7]([C:16]([O:18][CH2:19][CH3:20])=[O:17])[CH:8]([C:12]([F:15])([F:14])[F:13])[O:9]2)=[CH:4][CH:3]=1.[N:21]1[CH:26]=[CH:25][CH:24]=[C:23](B(O)O)[CH:22]=1.[C:30]([O-])([O-])=[O:31].[K+].[K+]. (4) Given the product [N:27]1([CH2:26][CH2:25][O:20][N:19]=[C:18]2[C:10]3[C:9]4[C:4](=[CH:5][CH:6]=[CH:7][CH:8]=4)[N:3]=[C:2]([OH:1])[C:11]=3[C:12]3[CH:13]=[CH:14][C:15]([O:21][CH3:22])=[CH:16][C:17]2=3)[CH2:31][CH2:30][CH2:29][CH2:28]1, predict the reactants needed to synthesize it. The reactants are: [OH:1][C:2]1[C:11]2[C:12]3[CH:13]=[CH:14][C:15]([O:21][CH3:22])=[CH:16][C:17]=3[C:18](=[N:19][OH:20])[C:10]=2[C:9]2[C:4](=[CH:5][CH:6]=[CH:7][CH:8]=2)[N:3]=1.Cl.Cl[CH2:25][CH2:26][N:27]1[CH2:31][CH2:30][CH2:29][CH2:28]1.COC1C=CC2C3C(N4CCNCC4)=NC4C(C=3C(=O)C=2C=1)=CC=CC=4.C(C1OC1)Cl. (5) Given the product [BrH:28].[BrH:28].[N:1]1[CH:6]=[CH:5][CH:4]=[CH:3][C:2]=1[O:7][CH2:8][C:9]1[CH:27]=[CH:26][C:12]([CH2:13][C:14]2[CH:18]=[C:17]([C:19]3[C:20]([NH2:25])=[N:21][CH:22]=[CH:23][CH:24]=3)[O:16][N:15]=2)=[CH:11][CH:10]=1, predict the reactants needed to synthesize it. The reactants are: [N:1]1[CH:6]=[CH:5][CH:4]=[CH:3][C:2]=1[O:7][CH2:8][C:9]1[CH:27]=[CH:26][C:12]([CH2:13][C:14]2[CH:18]=[C:17]([C:19]3[C:20]([NH2:25])=[N:21][CH:22]=[CH:23][CH:24]=3)[O:16][N:15]=2)=[CH:11][CH:10]=1.[BrH:28]. (6) Given the product [CH2:12]([O:11][C:4]1[N:3]=[C:2]([C:14]#[N:15])[C:7]([N+:8]([O-:10])=[O:9])=[CH:6][CH:5]=1)[CH3:13], predict the reactants needed to synthesize it. The reactants are: Br[C:2]1[C:7]([N+:8]([O-:10])=[O:9])=[CH:6][CH:5]=[C:4]([O:11][CH2:12][CH3:13])[N:3]=1.[C-:14]#[N:15].[K+].